This data is from Forward reaction prediction with 1.9M reactions from USPTO patents (1976-2016). The task is: Predict the product of the given reaction. (1) Given the reactants [Br:1][C:2]1[C:11]2[C:6](=[C:7]([O:24][CH3:25])[CH:8]=[C:9]([CH2:12][C:13](=[CH:16]NC3C=CC=CC=3)[C:14]#[N:15])[CH:10]=2)[O:5][C:4]([CH3:27])([CH3:26])[CH:3]=1.Cl.[NH2:29][C:30]([NH2:32])=[NH:31].CC(C)([O-])C.[K+], predict the reaction product. The product is: [Br:1][C:2]1[C:11]2[C:6](=[C:7]([O:24][CH3:25])[CH:8]=[C:9]([CH2:12][C:13]3[C:14]([NH2:15])=[N:31][C:30]([NH2:32])=[N:29][CH:16]=3)[CH:10]=2)[O:5][C:4]([CH3:27])([CH3:26])[CH:3]=1. (2) The product is: [Br:1][C:2]1[CH:7]=[C:6]([OH:8])[CH:5]=[CH:4][C:3]=1[CH2:9][C:10]([N:21]([O:20][CH3:16])[CH3:22])=[O:12]. Given the reactants [Br:1][C:2]1[CH:7]=[C:6]([OH:8])[CH:5]=[CH:4][C:3]=1[CH2:9][C:10]([OH:12])=O.CN([C:16]([O:20][N:21]1N=NC2C=CC=N[C:22]1=2)=[N+](C)C)C.F[P-](F)(F)(F)(F)F.C(N(CC)CC)C.Cl.CNOC, predict the reaction product. (3) Given the reactants [F:1][C:2]([F:32])([F:31])[C:3]1[N:7]2[N:8]=[C:9]([N:12]3[CH2:17][CH2:16][CH:15]([C:18]4[CH:30]=[CH:29][C:21]([O:22][CH2:23][CH2:24][CH2:25][C:26](O)=[O:27])=[CH:20][CH:19]=4)[CH2:14][CH2:13]3)[CH:10]=[CH:11][C:6]2=[N:5][N:4]=1.[CH3:33][O:34][CH2:35][CH2:36][NH:37][CH3:38], predict the reaction product. The product is: [CH3:33][O:34][CH2:35][CH2:36][N:37]([CH3:38])[C:26](=[O:27])[CH2:25][CH2:24][CH2:23][O:22][C:21]1[CH:20]=[CH:19][C:18]([CH:15]2[CH2:16][CH2:17][N:12]([C:9]3[CH:10]=[CH:11][C:6]4[N:7]([C:3]([C:2]([F:31])([F:1])[F:32])=[N:4][N:5]=4)[N:8]=3)[CH2:13][CH2:14]2)=[CH:30][CH:29]=1. (4) Given the reactants C(O[C:6]([N:8](C)[CH2:9][CH:10]([C:25]1[CH:30]=[CH:29][CH:28]=[CH:27][CH:26]=1)[O:11][C:12]1[C:17]([C:18]([O:20]CC)=[O:19])=[CH:16][N:15]=[C:14]([S:23][CH3:24])[N:13]=1)=O)(C)(C)C.FC(F)(F)C(O)=O.[OH-].[Li+], predict the reaction product. The product is: [CH3:6][NH:8][CH2:9][CH:10]([C:25]1[CH:26]=[CH:27][CH:28]=[CH:29][CH:30]=1)[O:11][C:12]1[C:17]([C:18]([OH:20])=[O:19])=[CH:16][N:15]=[C:14]([S:23][CH3:24])[N:13]=1. (5) Given the reactants [BH4-].[Na+].C[CH2:4][C:5]([C:7]1[CH:12]=[CH:11][CH:10]=[CH:9][CH:8]=1)=[O:6].[CH3:13]O.O, predict the reaction product. The product is: [C:12]1([CH3:13])[CH:11]=[CH:10][CH:9]=[CH:8][C:7]=1[CH:5]([OH:6])[CH3:4].